Task: Predict the product of the given reaction.. Dataset: Forward reaction prediction with 1.9M reactions from USPTO patents (1976-2016) (1) Given the reactants [NH2:1][C@@H:2]1[CH2:7][C:6]([CH2:8][O:9][C:10]2[CH:11]=[C:12]([CH:17]=[CH:18][CH:19]=2)[C:13]([O:15]C)=[O:14])=[C:5]([C:20]2[CH:21]=[N:22][CH:23]=[CH:24][CH:25]=2)[CH2:4][C@H:3]1[C:26]1[CH:31]=[CH:30][C:29]([Cl:32])=[CH:28][C:27]=1[Cl:33].O1CCCC1.O.[Li+].[OH-].Cl, predict the reaction product. The product is: [NH2:1][C@@H:2]1[CH2:7][C:6]([CH2:8][O:9][C:10]2[CH:11]=[C:12]([CH:17]=[CH:18][CH:19]=2)[C:13]([OH:15])=[O:14])=[C:5]([C:20]2[CH:21]=[N:22][CH:23]=[CH:24][CH:25]=2)[CH2:4][C@H:3]1[C:26]1[CH:31]=[CH:30][C:29]([Cl:32])=[CH:28][C:27]=1[Cl:33]. (2) Given the reactants [F:1][C:2]([F:15])([F:14])[C:3]([NH:5][C:6]1[CH:11]=[CH:10][C:9]([S:12][CH3:13])=[CH:8][CH:7]=1)=[O:4].[F:16][C:17]([S:20]([NH2:23])(=[O:22])=[O:21])([F:19])[F:18].[O-2].[Mg+2].C(O)(=O)C.C(O)(=O)C.IC1C=CC=CC=1, predict the reaction product. The product is: [CH3:13][S:12]([C:9]1[CH:10]=[CH:11][C:6]([NH:5][C:3](=[O:4])[C:2]([F:1])([F:14])[F:15])=[CH:7][CH:8]=1)=[N:23][S:20]([C:17]([F:19])([F:18])[F:16])(=[O:22])=[O:21]. (3) The product is: [ClH:5].[Cl:5][C:6]1[CH:11]=[CH:10][C:9]([C:12]2[S:33][C:15]3[C:16](=[O:32])[N:17]([C:20]4[CH:21]=[N:22][C:23]([O:26][C@@H:27]5[CH2:31][CH2:30][N:29]([CH:37]6[CH2:39][CH2:38]6)[CH2:28]5)=[CH:24][CH:25]=4)[CH:18]=[CH:19][C:14]=3[CH:13]=2)=[CH:8][CH:7]=1. Given the reactants C([BH3-])#N.[Na+].[Cl:5][C:6]1[CH:11]=[CH:10][C:9]([C:12]2[S:33][C:15]3[C:16](=[O:32])[N:17]([C:20]4[CH:21]=[N:22][C:23]([O:26][C@@H:27]5[CH2:31][CH2:30][NH:29][CH2:28]5)=[CH:24][CH:25]=4)[CH:18]=[CH:19][C:14]=3[CH:13]=2)=[CH:8][CH:7]=1.C(O[C:37]1(O[Si](C)(C)C)[CH2:39][CH2:38]1)C.[Cl-].[NH4+], predict the reaction product. (4) Given the reactants [C:1](Cl)(=[O:9])[O:2][CH2:3][CH2:4][Si:5]([CH3:8])([CH3:7])[CH3:6].[OH:11][N:12]1[C:16](=[O:17])[CH2:15][CH2:14][C:13]1=[O:18].C(N(CC)CC)C.O, predict the reaction product. The product is: [CH3:6][Si:5]([CH3:8])([CH3:7])[CH2:4][CH2:3][O:2][C:1]([O:11][N:12]1[C:16](=[O:17])[CH2:15][CH2:14][C:13]1=[O:18])=[O:9]. (5) Given the reactants C[O:2][C:3](=[O:23])[C:4]1[CH:9]=[CH:8][C:7]([NH:10][C:11]([NH:13][C:14]2[CH:19]=[N:18][C:17]([CH3:20])=[CH:16][N:15]=2)=[O:12])=[C:6]([O:21][CH3:22])[CH:5]=1.CO.O.[OH-].[Li+], predict the reaction product. The product is: [CH3:22][O:21][C:6]1[CH:5]=[C:4]([CH:9]=[CH:8][C:7]=1[NH:10][C:11]([NH:13][C:14]1[CH:19]=[N:18][C:17]([CH3:20])=[CH:16][N:15]=1)=[O:12])[C:3]([OH:23])=[O:2]. (6) Given the reactants NC1C=CC(F)=CC=1C(NC)=O.[F:13][C:14]1[CH:15]=[C:16]([CH:26]=[C:27]([O:32][CH3:33])[C:28]=1[N+:29]([O-])=O)[CH2:17][P:18](=[O:25])([O:22][CH2:23][CH3:24])[O:19][CH2:20][CH3:21], predict the reaction product. The product is: [NH2:29][C:28]1[C:27]([O:32][CH3:33])=[CH:26][C:16]([CH2:17][P:18](=[O:25])([O:22][CH2:23][CH3:24])[O:19][CH2:20][CH3:21])=[CH:15][C:14]=1[F:13]. (7) Given the reactants [OH-].[Na+].[CH:3]1[CH:8]=[C:7]2[NH:9][C:10]([NH:18][C:6]2=[C:5]([C:19]([NH2:21])=[O:20])[CH:4]=1)=[C:11]1[CH:17]=[CH:16][C:14](=[O:15])[CH:13]=[CH:12]1, predict the reaction product. The product is: [OH:15][C:14]1[CH:13]=[CH:12][C:11]([C:10]2[NH:9][C:7]3[CH:8]=[CH:3][CH:4]=[C:5]([C:19]([NH2:21])=[O:20])[C:6]=3[N:18]=2)=[CH:17][CH:16]=1.